This data is from Peptide-MHC class I binding affinity with 185,985 pairs from IEDB/IMGT. The task is: Regression. Given a peptide amino acid sequence and an MHC pseudo amino acid sequence, predict their binding affinity value. This is MHC class I binding data. (1) The peptide sequence is YQYIFLSFF. The MHC is HLA-A02:01 with pseudo-sequence HLA-A02:01. The binding affinity (normalized) is 0.0847. (2) The peptide sequence is RTIYNETSI. The MHC is HLA-A32:01 with pseudo-sequence HLA-A32:01. The binding affinity (normalized) is 0.997. (3) The MHC is Patr-A0301 with pseudo-sequence Patr-A0301. The peptide sequence is PIHTAELLA. The binding affinity (normalized) is 0. (4) The peptide sequence is ILGRYLPEF. The MHC is HLA-A69:01 with pseudo-sequence HLA-A69:01. The binding affinity (normalized) is 0.0938. (5) The peptide sequence is RLIRGKMTL. The MHC is HLA-B27:05 with pseudo-sequence HLA-B27:05. The binding affinity (normalized) is 0.349.